This data is from Reaction yield outcomes from USPTO patents with 853,638 reactions. The task is: Predict the reaction yield, written as a fraction of the theoretical maximum amount of product (1.0 means a 100% yield; for example, 0.34 means a 34% yield). (1) The reactants are [Cl-].[Al+3].[Cl-].[Cl-].[C:5](OC(=O)C)(=[O:7])[CH3:6].[Cl:12][CH2:13][C:14]([O:16][C:17]1[CH:25]=[C:24]2[C:20]([CH:21]=[CH:22][N:23]2[C:26](=[O:31])[C:27]([CH3:30])([CH3:29])[CH3:28])=[CH:19][CH:18]=1)=[O:15]. The catalyst is ClC(Cl)C. The product is [C:5]([C:21]1[C:20]2[C:24](=[CH:25][C:17]([O:16][C:14](=[O:15])[CH2:13][Cl:12])=[CH:18][CH:19]=2)[N:23]([C:26](=[O:31])[C:27]([CH3:28])([CH3:30])[CH3:29])[CH:22]=1)(=[O:7])[CH3:6]. The yield is 0.360. (2) The reactants are [CH3:1][C:2]1[C:6]2[C:7](=[O:18])[N:8]([CH2:11][CH2:12][N:13]3[CH2:17][CH2:16][CH2:15][CH2:14]3)[CH2:9][CH2:10][C:5]=2[NH:4][C:3]=1[CH:19]=O.[CH3:21][C:22]1[CH:30]=[CH:29][CH:28]=[C:27]2[C:23]=1[CH2:24][C:25](=[O:31])[NH:26]2. No catalyst specified. The product is [CH3:1][C:2]1[C:6]2[C:7](=[O:18])[N:8]([CH2:11][CH2:12][N:13]3[CH2:14][CH2:15][CH2:16][CH2:17]3)[CH2:9][CH2:10][C:5]=2[NH:4][C:3]=1[CH:19]=[C:24]1[C:23]2[C:27](=[CH:28][CH:29]=[CH:30][C:22]=2[CH3:21])[NH:26][C:25]1=[O:31]. The yield is 0.628. (3) The reactants are [CH3:1][O:2][CH2:3][O:4][C@H:5]1[CH2:9][CH2:8][N:7]([CH2:10][C@@H:11]([C:13]2[CH:18]=[CH:17][CH:16]=[CH:15][CH:14]=2)O)[CH2:6]1.COCO[C@H]1CCN([C@@H](C2C=CC=CC=2)CO)C1.[CH3:37][NH:38][C:39]1[CH:48]=[CH:47][C:42]([C:43]([O:45][CH3:46])=[O:44])=[CH:41][CH:40]=1. No catalyst specified. The product is [CH3:1][O:2][CH2:3][O:4][C@H:5]1[CH2:9][CH2:8][N:7]([CH2:10][C@H:11]([N:38]([C:39]2[CH:48]=[CH:47][C:42]([C:43]([O:45][CH3:46])=[O:44])=[CH:41][CH:40]=2)[CH3:37])[C:13]2[CH:18]=[CH:17][CH:16]=[CH:15][CH:14]=2)[CH2:6]1. The yield is 0.490. (4) The reactants are [F:1][C:2]1[CH:3]=[C:4]([CH:7]=[C:8]([OH:11])[C:9]=1[OH:10])[CH:5]=[O:6].[C:12]([O-])([O-])=O.[Cs+].[Cs+].O. The catalyst is CN(C=O)C. The product is [F:1][C:2]1[C:9]2[O:10][CH2:12][O:11][C:8]=2[CH:7]=[C:4]([CH:5]=[O:6])[CH:3]=1. The yield is 0.490.